From a dataset of Forward reaction prediction with 1.9M reactions from USPTO patents (1976-2016). Predict the product of the given reaction. (1) Given the reactants C(OC([NH:8][C:9]1[C:10]([CH3:21])=[N:11][C:12]([O:16][CH2:17][C:18]([OH:20])=O)=[N:13][C:14]=1[CH3:15])=O)(C)(C)C.[CH3:22][NH:23][CH:24]1[CH2:29][CH2:28][N:27]([CH2:30][C:31]2[CH:36]=[CH:35][C:34]([C:37]([F:40])([F:39])[F:38])=[CH:33][CH:32]=2)[CH2:26][CH2:25]1, predict the reaction product. The product is: [NH2:8][C:9]1[C:14]([CH3:15])=[N:13][C:12]([O:16][CH2:17][C:18]([N:23]([CH3:22])[CH:24]2[CH2:29][CH2:28][N:27]([CH2:30][C:31]3[CH:36]=[CH:35][C:34]([C:37]([F:40])([F:38])[F:39])=[CH:33][CH:32]=3)[CH2:26][CH2:25]2)=[O:20])=[N:11][C:10]=1[CH3:21]. (2) Given the reactants Br[CH2:2][C:3]1[C:11]2[C:6](=[N:7][CH:8]=[CH:9][CH:10]=2)[S:5][N:4]=1.CS(C)=[O:14], predict the reaction product. The product is: [S:5]1[C:6]2=[N:7][CH:8]=[CH:9][CH:10]=[C:11]2[C:3]([CH2:2][OH:14])=[N:4]1. (3) Given the reactants [CH:1]1([C:4]2[CH:5]=[CH:6][C:7]([C:15]([OH:17])=O)=[N:8][C:9]=2[O:10][CH2:11][CH:12]2[CH2:14][CH2:13]2)[CH2:3][CH2:2]1.[NH2:18][C@H:19]([CH2:22][CH:23]([CH3:25])[CH3:24])[CH2:20][OH:21], predict the reaction product. The product is: [CH:1]1([C:4]2[CH:5]=[CH:6][C:7]([C:15]([NH:18][C@H:19]([CH2:22][CH:23]([CH3:25])[CH3:24])[CH2:20][OH:21])=[O:17])=[N:8][C:9]=2[O:10][CH2:11][CH:12]2[CH2:13][CH2:14]2)[CH2:2][CH2:3]1. (4) Given the reactants [N:1]([C:4]1[S:5][C:6]([CH3:13])=[CH:7][C:8]=1[C:9]([O:11]C)=O)=[C:2]=[O:3].[NH2:14][C:15]1[CH:16]=[C:17]([CH:21]=[CH:22][C:23]=1[CH2:24][CH3:25])[C:18]([OH:20])=O.CCN(C(C)C)C(C)C.CN(C(ON1N=NC2C=CC=NC1=2)=[N+](C)C)C.F[P-](F)(F)(F)(F)F.C([O:61][C:62](=[O:75])[C@H:63]([OH:74])[C@H:64]([NH2:73])[CH2:65][C:66]1[CH:71]=[CH:70][CH:69]=[CH:68][C:67]=1[Cl:72])C, predict the reaction product. The product is: [Cl:72][C:67]1[CH:68]=[CH:69][CH:70]=[CH:71][C:66]=1[CH2:65][C@@H:64]([NH:73][C:18](=[O:20])[C:17]1[CH:21]=[CH:22][C:23]([CH2:24][CH3:25])=[C:15]([N:14]2[C:9](=[O:11])[C:8]3[CH:7]=[C:6]([CH3:13])[S:5][C:4]=3[NH:1][C:2]2=[O:3])[CH:16]=1)[C@@H:63]([OH:74])[C:62]([OH:75])=[O:61]. (5) Given the reactants P(Cl)(Cl)(Cl)=O.[Cl:6][C:7]1[CH:12]=[N:11][CH:10]=[C:9]([N:13]2[CH2:17][CH2:16][CH2:15][CH:14]2[CH2:18][O:19][CH3:20])[N:8]=1.O.CN([CH:25]=[O:26])C, predict the reaction product. The product is: [Cl:6][C:7]1[C:12]([CH:25]=[O:26])=[N:11][CH:10]=[C:9]([N:13]2[CH2:17][CH2:16][CH2:15][CH:14]2[CH2:18][O:19][CH3:20])[N:8]=1. (6) Given the reactants [C:1]1([CH:7]([NH:19][C:20]2[CH:25]=[CH:24][CH:23]=[CH:22][CH:21]=2)[C:8]([O:10][C@@H:11]2[CH:16]3[CH2:17][CH2:18][N:13]([CH2:14][CH2:15]3)[CH2:12]2)=[O:9])[CH:6]=[CH:5][CH:4]=[CH:3][CH:2]=1.[Br:26][CH2:27][C:28]([C:30]1[N:31]=[C:32]([CH3:35])[S:33][CH:34]=1)=[O:29], predict the reaction product. The product is: [Br-:26].[CH3:35][C:32]1[S:33][CH:34]=[C:30]([C:28](=[O:29])[CH2:27][N+:13]23[CH2:14][CH2:15][CH:16]([CH2:17][CH2:18]2)[C@@H:11]([O:10][C:8](=[O:9])[C@@H:7]([C:1]2[CH:2]=[CH:3][CH:4]=[CH:5][CH:6]=2)[NH:19][C:20]2[CH:25]=[CH:24][CH:23]=[CH:22][CH:21]=2)[CH2:12]3)[N:31]=1. (7) Given the reactants [Br:1][C:2]1[CH:3]=[C:4]([CH:7]=[CH:8][C:9]=1[F:10])[CH:5]=O.[CH2:11]([SH:15])[CH2:12][CH2:13][SH:14].C(=O)(O)[O-].[Na+], predict the reaction product. The product is: [Br:1][C:2]1[CH:3]=[C:4]([CH:5]2[S:15][CH2:11][CH2:12][CH2:13][S:14]2)[CH:7]=[CH:8][C:9]=1[F:10].